From a dataset of Forward reaction prediction with 1.9M reactions from USPTO patents (1976-2016). Predict the product of the given reaction. Given the reactants C(N(CC)CC)C.[C:8]([NH:15][C@H:16]([C:24]([OH:26])=O)[CH2:17][C:18]1[CH:23]=[CH:22][CH:21]=[CH:20][CH:19]=1)([O:10][C:11]([CH3:14])([CH3:13])[CH3:12])=[O:9].Cl.[CH3:28][NH:29][O:30][CH3:31].CCN=C=NCCCN(C)C, predict the reaction product. The product is: [CH3:31][O:30][N:29]([CH3:28])[C:24](=[O:26])[C@@H:16]([NH:15][C:8](=[O:9])[O:10][C:11]([CH3:12])([CH3:13])[CH3:14])[CH2:17][C:18]1[CH:19]=[CH:20][CH:21]=[CH:22][CH:23]=1.